Dataset: Full USPTO retrosynthesis dataset with 1.9M reactions from patents (1976-2016). Task: Predict the reactants needed to synthesize the given product. (1) Given the product [Br:1][C:2]1[CH:3]=[CH:4][C:5]([CH2:8][CH2:9][CH2:10][OH:11])=[CH:6][CH:7]=1, predict the reactants needed to synthesize it. The reactants are: [Br:1][C:2]1[CH:7]=[CH:6][C:5]([CH2:8][CH2:9][C:10](O)=[O:11])=[CH:4][CH:3]=1.[H-].[Al+3].[Li+].[H-].[H-].[H-].S([O-])([O-])(=O)=O.[Na+].[Na+]. (2) Given the product [Cl:17][C:16]1[C:11]([C:8]2[CH:9]=[C:10]3[C:5](=[C:6]([O:18][CH2:19][CH2:20][C:21]4[CH:26]=[CH:25][CH:24]=[CH:23][N:22]=4)[CH:7]=2)[N:4]([C:27]([O:29][C:30]([CH3:33])([CH3:32])[CH3:31])=[O:28])[N:3]=[C:2]3[NH:40][C:37]2[CH:38]=[CH:39][N:35]([CH3:34])[N:36]=2)=[N:12][CH:13]=[CH:14][CH:15]=1, predict the reactants needed to synthesize it. The reactants are: Br[C:2]1[C:10]2[C:5](=[C:6]([O:18][CH2:19][CH2:20][C:21]3[CH:26]=[CH:25][CH:24]=[CH:23][N:22]=3)[CH:7]=[C:8]([C:11]3[C:16]([Cl:17])=[CH:15][CH:14]=[CH:13][N:12]=3)[CH:9]=2)[N:4]([C:27]([O:29][C:30]([CH3:33])([CH3:32])[CH3:31])=[O:28])[N:3]=1.[CH3:34][N:35]1[CH:39]=[CH:38][C:37]([NH2:40])=[N:36]1.C(=O)([O-])[O-].[Cs+].[Cs+].CC1(C)C2C=CC=C(P(C3C=CC=CC=3)C3C=CC=CC=3)C=2OC2C1=CC=CC=2P(C1C=CC=CC=1)C1C=CC=CC=1. (3) Given the product [C:33]1([CH3:36])[CH:32]=[CH:31][C:30]([NH:29][C:27]([N:26]2[C:21]3[CH:22]=[CH:23][CH:24]=[CH:25][C:20]=3[NH:19][C:3]2=[O:4])=[S:28])=[CH:35][CH:34]=1, predict the reactants needed to synthesize it. The reactants are: C1C(=O)N(OC(ON2C(=O)CCC2=O)=O)[C:3](=[O:4])C1.[NH2:19][C:20]1[CH:25]=[CH:24][CH:23]=[CH:22][C:21]=1[NH:26][C:27]([NH:29][C:30]1[CH:35]=[CH:34][C:33]([CH3:36])=[CH:32][CH:31]=1)=[S:28]. (4) Given the product [CH:10]([N:8]1[CH2:9][CH:6]([N:26]2[C:25]([CH2:23][CH3:24])=[C:29]([N+:30]([O-:32])=[O:31])[C:28]([C:33]([NH2:35])=[O:34])=[N:27]2)[CH2:7]1)([C:17]1[CH:22]=[CH:21][CH:20]=[CH:19][CH:18]=1)[C:11]1[CH:16]=[CH:15][CH:14]=[CH:13][CH:12]=1, predict the reactants needed to synthesize it. The reactants are: CS(O[CH:6]1[CH2:9][N:8]([CH:10]([C:17]2[CH:22]=[CH:21][CH:20]=[CH:19][CH:18]=2)[C:11]2[CH:16]=[CH:15][CH:14]=[CH:13][CH:12]=2)[CH2:7]1)(=O)=O.[CH2:23]([C:25]1[C:29]([N+:30]([O-:32])=[O:31])=[C:28]([C:33]([NH2:35])=[O:34])[NH:27][N:26]=1)[CH3:24].C(=O)([O-])[O-].[Cs+].[Cs+]. (5) Given the product [CH:1]([N:5]1[C:13]2[CH:12]=[C:11]([Cl:14])[N:10]=[CH:9][C:8]=2[C:7]([N:16]2[CH2:21][CH2:20][S:19][CH2:18][CH2:17]2)=[N:6]1)([CH2:3][CH3:4])[CH3:2], predict the reactants needed to synthesize it. The reactants are: [CH:1]([N:5]1[C:13]2[CH:12]=[C:11]([Cl:14])[N:10]=[CH:9][C:8]=2[C:7](I)=[N:6]1)([CH2:3][CH3:4])[CH3:2].[NH:16]1[CH2:21][CH2:20][S:19][CH2:18][CH2:17]1.C1(P(C2C=CC=CC=2)C2C3OC4C(=CC=CC=4P(C4C=CC=CC=4)C4C=CC=CC=4)C(C)(C)C=3C=CC=2)C=CC=CC=1.C(=O)([O-])[O-].[Cs+].[Cs+]. (6) Given the product [ClH:35].[C:11]1([CH:9]2[CH2:10][NH:6][CH2:7][CH2:8]2)[CH:16]=[CH:15][CH:14]=[CH:13][CH:12]=1, predict the reactants needed to synthesize it. The reactants are: CC(C)(C)CC([N:6]1[CH2:10][C@H:9]([C:11]2[CH:16]=[CH:15][CH:14]=[CH:13][CH:12]=2)[C@@H:8](C=O)[CH2:7]1)=O.C(O[BH-](OC(=O)C)OC(=O)C)(=O)C.[Na+].[Cl:35]CCCl. (7) The reactants are: [CH3:1][O:2][C:3]1[C:8]([O:9][CH3:10])=[C:7]([O:11][CH3:12])[C:6]([O:13][CH3:14])=[CH:5][C:4]=1[CH3:15].[CH3:16][O:17]C(Cl)Cl.O. Given the product [CH3:15][C:4]1[C:5]([CH:16]=[O:17])=[C:6]([O:13][CH3:14])[C:7]([O:11][CH3:12])=[C:8]([O:9][CH3:10])[C:3]=1[O:2][CH3:1], predict the reactants needed to synthesize it. (8) Given the product [CH3:15][CH:16]([N:1]1[CH2:2][CH2:3][CH:4]([NH2:7])[CH2:5][CH2:6]1)[CH3:18], predict the reactants needed to synthesize it. The reactants are: [NH:1]1[CH2:6][CH2:5][CH:4]([NH:7]C(=O)OC(C)(C)C)[CH2:3][CH2:2]1.[CH3:15][C:16]([CH3:18])=O.